This data is from Forward reaction prediction with 1.9M reactions from USPTO patents (1976-2016). The task is: Predict the product of the given reaction. (1) The product is: [C:14]([CH:13]1[C:11]2([CH2:17][CH2:18][N:8]([C:6]([O:5][C:1]([CH3:4])([CH3:3])[CH3:2])=[O:7])[CH2:9][CH2:10]2)[CH2:12]1)(=[O:15])[NH2:20]. Given the reactants [C:1]([O:5][C:6]([N:8]1[CH2:18][CH2:17][C:11]2([CH:13]([C:14](O)=[O:15])[CH2:12]2)[CH2:10][CH2:9]1)=[O:7])([CH3:4])([CH3:3])[CH3:2].C[N:20](C)C=O.C(Cl)(=O)C(Cl)=O, predict the reaction product. (2) Given the reactants [C:1]([C:3]1[CH:8]=[CH:7][C:6]([C:9]2[N:13]3[N:14]=[C:15]([C:18]4[CH:26]=[CH:25][C:21]([C:22](O)=[O:23])=[CH:20][CH:19]=4)[CH:16]=[CH:17][C:12]3=[N:11][CH:10]=2)=[CH:5][CH:4]=1)#[N:2].CN(C(ON1N=NC2C=CC=NC1=2)=[N+](C)C)C.F[P-](F)(F)(F)(F)F.CN1CCOCC1.[NH:58]1[CH2:63][CH2:62][CH:61]([NH:64][C:65](=[O:67])[CH3:66])[CH2:60][CH2:59]1, predict the reaction product. The product is: [C:1]([C:3]1[CH:4]=[CH:5][C:6]([C:9]2[N:13]3[N:14]=[C:15]([C:18]4[CH:26]=[CH:25][C:21]([C:22]([N:58]5[CH2:63][CH2:62][CH:61]([NH:64][C:65](=[O:67])[CH3:66])[CH2:60][CH2:59]5)=[O:23])=[CH:20][CH:19]=4)[CH:16]=[CH:17][C:12]3=[N:11][CH:10]=2)=[CH:7][CH:8]=1)#[N:2]. (3) Given the reactants [C:1]([C@H:3]1[O:8][CH2:7][C@H:6]([CH2:9][O:10][Si:11]([C:14]([CH3:17])([CH3:16])[CH3:15])([CH3:13])[CH3:12])[N:5]([C:18]([O:20][C:21]([CH3:24])([CH3:23])[CH3:22])=[O:19])[CH2:4]1)#[CH:2].[F:25][C:26]1[C:27](I)=[C:28]([NH2:32])[CH:29]=[N:30][CH:31]=1.C(N(CC)CC)C, predict the reaction product. The product is: [NH2:32][C:28]1[CH:29]=[N:30][CH:31]=[C:26]([F:25])[C:27]=1[C:2]#[C:1][C@H:3]1[O:8][CH2:7][C@@H:6]([CH2:9][O:10][Si:11]([C:14]([CH3:17])([CH3:16])[CH3:15])([CH3:13])[CH3:12])[N:5]([C:18]([O:20][C:21]([CH3:24])([CH3:23])[CH3:22])=[O:19])[CH2:4]1.